Regression. Given a peptide amino acid sequence and an MHC pseudo amino acid sequence, predict their binding affinity value. This is MHC class II binding data. From a dataset of Peptide-MHC class II binding affinity with 134,281 pairs from IEDB. (1) The peptide sequence is KPTAAGPKDNGGACG. The MHC is DRB1_0405 with pseudo-sequence DRB1_0405. The binding affinity (normalized) is 0.0415. (2) The binding affinity (normalized) is 0. The peptide sequence is IWRPDLVLYNNADG. The MHC is DRB1_0301 with pseudo-sequence DRB1_0301. (3) The peptide sequence is AAATAGTTVYGNFAA. The MHC is HLA-DPA10103-DPB10601 with pseudo-sequence HLA-DPA10103-DPB10601. The binding affinity (normalized) is 0. (4) The peptide sequence is AFILDGDNLFPKR. The MHC is HLA-DQA10501-DQB10201 with pseudo-sequence HLA-DQA10501-DQB10201. The binding affinity (normalized) is 0.513. (5) The MHC is DRB1_0802 with pseudo-sequence DRB1_0802. The peptide sequence is ISGDLKTQIDQVEST. The binding affinity (normalized) is 0.507. (6) The binding affinity (normalized) is 0.383. The MHC is DRB1_0101 with pseudo-sequence DRB1_0101. The peptide sequence is TPESATPFPHRKGVL. (7) The peptide sequence is PLGLLLKNLTTSSYV. The MHC is DRB1_0701 with pseudo-sequence DRB1_0701. The binding affinity (normalized) is 0.815. (8) The peptide sequence is PAKNIYSFNEIVALW. The MHC is DRB1_0405 with pseudo-sequence DRB1_0405. The binding affinity (normalized) is 0.328.